Dataset: Forward reaction prediction with 1.9M reactions from USPTO patents (1976-2016). Task: Predict the product of the given reaction. (1) Given the reactants [Cl:1][C:2]1[CH:7]=[CH:6][C:5]([C:8]2[CH:13]=[C:12]([CH:14]([F:16])[F:15])[N:11]3[N:17]=[CH:18][C:19](I)=[C:10]3[N:9]=2)=[CH:4][C:3]=1[CH3:21].[CH3:22][Si:23]([C:26]#[CH:27])([CH3:25])[CH3:24].C(N(CC)CC)C, predict the reaction product. The product is: [Cl:1][C:2]1[CH:7]=[CH:6][C:5]([C:8]2[CH:13]=[C:12]([CH:14]([F:16])[F:15])[N:11]3[N:17]=[CH:18][C:19]([C:27]#[C:26][Si:23]([CH3:25])([CH3:24])[CH3:22])=[C:10]3[N:9]=2)=[CH:4][C:3]=1[CH3:21]. (2) Given the reactants C([O:3][C:4]([C:6]1([NH:15][C:16]([C:18]2[C:19]3[CH:26]=[CH:25][CH:24]=[CH:23][C:20]=3[S:21][CH:22]=2)=[O:17])[CH2:14][C:13]2[C:8](=[CH:9][CH:10]=[CH:11][CH:12]=2)[CH2:7]1)=[O:5])C.O1CCOCC1.CO.[Li+].[OH-], predict the reaction product. The product is: [S:21]1[CH:22]=[C:18]([C:16]([NH:15][C:6]2([C:4]([OH:5])=[O:3])[CH2:14][C:13]3[C:8](=[CH:9][CH:10]=[CH:11][CH:12]=3)[CH2:7]2)=[O:17])[C:19]2[CH:26]=[CH:25][CH:24]=[CH:23][C:20]1=2. (3) Given the reactants [CH2:1]([O:8][C:9]1[C:10]([F:27])=[C:11]([F:26])[C:12]([NH:18][C:19]2[CH:24]=[CH:23][CH:22]=[CH:21][C:20]=2[F:25])=[C:13]([CH:17]=1)[C:14]([OH:16])=[O:15])[C:2]1[CH:7]=[CH:6][CH:5]=[CH:4][CH:3]=1.C(=O)(O)[O-].[K+].[CH2:33](Br)[C:34]1[CH:39]=[CH:38][CH:37]=[CH:36][CH:35]=1.O, predict the reaction product. The product is: [CH2:1]([O:8][C:9]1[C:10]([F:27])=[C:11]([F:26])[C:12]([NH:18][C:19]2[CH:24]=[CH:23][CH:22]=[CH:21][C:20]=2[F:25])=[C:13]([CH:17]=1)[C:14]([O:16][CH2:33][C:34]1[CH:39]=[CH:38][CH:37]=[CH:36][CH:35]=1)=[O:15])[C:2]1[CH:3]=[CH:4][CH:5]=[CH:6][CH:7]=1. (4) Given the reactants [O:1]=[C:2]1[NH:6][C@H:5]([C:7]2[CH:12]=[CH:11][CH:10]=[C:9]([C:13]#[C:14][C:15]3[CH:20]=[CH:19][CH:18]=[CH:17][CH:16]=3)[CH:8]=2)[C@@H:4]([C:21](Cl)=[O:22])[O:3]1.[OH-].[NH4+:25], predict the reaction product. The product is: [O:1]=[C:2]1[NH:6][C@H:5]([C:7]2[CH:12]=[CH:11][CH:10]=[C:9]([C:13]#[C:14][C:15]3[CH:20]=[CH:19][CH:18]=[CH:17][CH:16]=3)[CH:8]=2)[C@@H:4]([C:21]([NH2:25])=[O:22])[O:3]1. (5) Given the reactants [CH:1]([NH:4][C:5]1[S:6][CH:7]=[C:8]([C:10]2[CH:19]=[C:18]([O:20][C@H:21]3[CH2:25][NH:24][C@H:23]([C:26]([NH:28][C@:29]4([C:34]([NH:36][S:37]([C:40]5[CH:45]=[CH:44][CH:43]=[CH:42][C:41]=5[NH:46][CH2:47][CH2:48][CH2:49][CH2:50][CH2:51][CH2:52][CH2:53][CH2:54][C:55]([OH:57])=O)(=[O:39])=[O:38])=[O:35])[CH2:31][C@H:30]4[CH:32]=[CH2:33])=[O:27])[CH2:22]3)[C:17]3[C:12](=[CH:13][C:14]([O:58][CH3:59])=[CH:15][CH:16]=3)[N:11]=2)[N:9]=1)([CH3:3])[CH3:2].[CH3:60]CN(C(C)C)C(C)C.C[N:70]([C:72]([O:76]N1N=NC2C=CC=NC1=2)=[N+](C)C)C.F[P-](F)(F)(F)(F)F, predict the reaction product. The product is: [CH:1]([NH:4][C:5]1[S:6][CH:7]=[C:8]([C:10]2[CH:19]=[C:18]([O:20][C@H:21]3[CH2:25][N:24]4[C@H:23]([C:26](=[O:27])[NH:28][CH:29]([C@@:31]5([N:70]=[C:72]=[O:76])[CH2:30][C@H:32]5[CH:33]=[CH2:60])[C:34](=[O:35])[NH:36][S:37](=[O:38])(=[O:39])[C:40]5[C:41]([NH:46][CH2:47][CH2:48][CH2:49][CH2:50][CH2:51][CH2:52][CH2:53][CH2:54][C:55]4=[O:57])=[CH:42][CH:43]=[CH:44][CH:45]=5)[CH2:22]3)[C:17]3[C:12](=[CH:13][C:14]([O:58][CH3:59])=[CH:15][CH:16]=3)[N:11]=2)[N:9]=1)([CH3:3])[CH3:2]. (6) Given the reactants [S:1]1[C:5]2[CH:6]=[CH:7][C:8]([N:10]3[CH2:15][CH2:14][CH:13]([C:16]([OH:18])=O)[CH2:12][CH2:11]3)=[CH:9][C:4]=2[N:3]=[CH:2]1.BrC1C=CC2SC=NC=2C=1.[NH2:29][C:30]1[CH:39]=[CH:38][CH:37]=[C:36]2[C:31]=1[CH:32]=[N:33][N:34]=[CH:35]2, predict the reaction product. The product is: [CH:35]1[C:36]2[C:31](=[C:30]([NH:29][C:16]([CH:13]3[CH2:12][CH2:11][N:10]([C:8]4[CH:7]=[CH:6][C:5]5[S:1][CH:2]=[N:3][C:4]=5[CH:9]=4)[CH2:15][CH2:14]3)=[O:18])[CH:39]=[CH:38][CH:37]=2)[CH:32]=[N:33][N:34]=1. (7) Given the reactants [CH3:1][C@@H:2]1[CH2:6][C@@H:5]([CH:7]2[CH2:9][N@@:8]2[S:10]([C:13]2[CH:18]=[CH:17][CH:16]=[CH:15][C:14]=2[N+:19]([O-:21])=[O:20])(=[O:12])=[O:11])[O:4][C:3]1=[O:22].[CH3:23][C:24]1([CH3:39])[CH2:29][N:28]([C:30]2[CH:35]=[C:34]([F:36])[CH:33]=[CH:32][C:31]=2[CH3:37])[C:27](=[O:38])[CH2:26][NH:25]1, predict the reaction product. The product is: [CH3:23][C:24]1([CH3:39])[CH2:29][N:28]([C:30]2[CH:35]=[C:34]([F:36])[CH:33]=[CH:32][C:31]=2[CH3:37])[C:27](=[O:38])[CH2:26][N:25]1[CH2:9][C@H:7]([NH:8][S:10]([C:13]1[CH:18]=[CH:17][CH:16]=[CH:15][C:14]=1[N+:19]([O-:21])=[O:20])(=[O:12])=[O:11])[C@@H:5]1[CH2:6][C@@H:2]([CH3:1])[C:3](=[O:22])[O:4]1. (8) Given the reactants [Cl:1][C:2]1[CH:3]=[CH:4][C:5]2[N:11]3[CH:12]=[CH:13][CH:14]=[C:10]3[C@@H:9]([CH2:15][CH2:16][N:17]3[N:21]=[N:20][C:19]([S:22][CH2:23][C:24]([O:26]CC)=[O:25])=[N:18]3)[O:8][C@H:7]([C:29]3[CH:34]=[CH:33][CH:32]=[C:31]([O:35][CH3:36])[C:30]=3[O:37][CH3:38])[C:6]=2[CH:39]=1.C(=O)([O-])[O-].[K+].[K+], predict the reaction product. The product is: [Cl:1][C:2]1[CH:3]=[CH:4][C:5]2[N:11]3[CH:12]=[CH:13][CH:14]=[C:10]3[C@@H:9]([CH2:15][CH2:16][N:17]3[N:21]=[N:20][C:19]([S:22][CH2:23][C:24]([OH:26])=[O:25])=[N:18]3)[O:8][C@H:7]([C:29]3[CH:34]=[CH:33][CH:32]=[C:31]([O:35][CH3:36])[C:30]=3[O:37][CH3:38])[C:6]=2[CH:39]=1. (9) Given the reactants [CH2:1]([O:3][C:4]([C:6]1[S:15][C:14]2[NH:13][C:12]3[CH:16]=[CH:17][CH:18]=[CH:19][C:11]=3[N:10]=[C:9]([N:20]3[CH2:25][CH2:24][NH:23][C@@H:22]([CH2:26][CH2:27][O:28][CH3:29])[CH2:21]3)[C:8]=2[N:7]=1)=[O:5])[CH3:2].C=O.[C:32](O[BH-](OC(=O)C)OC(=O)C)(=O)C.[Na+], predict the reaction product. The product is: [CH2:1]([O:3][C:4]([C:6]1[S:15][C:14]2[NH:13][C:12]3[CH:16]=[CH:17][CH:18]=[CH:19][C:11]=3[N:10]=[C:9]([N:20]3[CH2:25][CH2:24][N:23]([CH3:32])[C@@H:22]([CH2:26][CH2:27][O:28][CH3:29])[CH2:21]3)[C:8]=2[N:7]=1)=[O:5])[CH3:2].